This data is from Full USPTO retrosynthesis dataset with 1.9M reactions from patents (1976-2016). The task is: Predict the reactants needed to synthesize the given product. (1) Given the product [CH:31]1([CH:14]([C:15]2[S:19][C:18]([C:20]3[CH:25]=[CH:24][C:23]([C:26]([F:28])([F:29])[F:27])=[CH:22][CH:21]=3)=[N:17][C:16]=2[CH3:30])[O:13][C:10]2[CH:11]=[CH:12][C:7]([CH2:6][CH:5]([O:37][CH2:38][CH3:39])[C:4]([OH:40])=[O:3])=[C:8]([CH3:36])[CH:9]=2)[CH2:35][CH2:34][CH2:33][CH2:32]1, predict the reactants needed to synthesize it. The reactants are: C([O:3][C:4](=[O:40])[CH:5]([O:37][CH2:38][CH3:39])[CH2:6][C:7]1[CH:12]=[CH:11][C:10]([O:13][CH:14]([CH:31]2[CH2:35][CH2:34][CH2:33][CH2:32]2)[C:15]2[S:19][C:18]([C:20]3[CH:25]=[CH:24][C:23]([C:26]([F:29])([F:28])[F:27])=[CH:22][CH:21]=3)=[N:17][C:16]=2[CH3:30])=[CH:9][C:8]=1[CH3:36])C.[Li+].[OH-]. (2) Given the product [OH:24][CH2:25][CH2:26][CH:27]([CH:35]([O:45][CH2:46][C:47]1[CH:52]=[CH:51][C:50]([O:53][CH3:54])=[CH:49][CH:48]=1)[CH2:36][CH2:37][C:38]1[CH:39]=[CH:40][C:41]([Br:44])=[CH:42][CH:43]=1)[C:28]([O:30][C:31]([CH3:32])([CH3:34])[CH3:33])=[O:29], predict the reactants needed to synthesize it. The reactants are: [F-].C([N+](CCCC)(CCCC)CCCC)CCC.CC([Si](C)(C)[O:24][CH2:25][CH2:26][CH:27]([CH:35]([O:45][CH2:46][C:47]1[CH:52]=[CH:51][C:50]([O:53][CH3:54])=[CH:49][CH:48]=1)[CH2:36][CH2:37][C:38]1[CH:43]=[CH:42][C:41]([Br:44])=[CH:40][CH:39]=1)[C:28]([O:30][C:31]([CH3:34])([CH3:33])[CH3:32])=[O:29])(C)C. (3) Given the product [Cl:1][C:2]1[CH:3]=[CH:4][C:5]([C:8](=[O:19])[C:9]#[C:10][C:11]([OH:13])([CH3:12])[CH3:18])=[CH:6][CH:7]=1, predict the reactants needed to synthesize it. The reactants are: [Cl:1][C:2]1[CH:7]=[CH:6][C:5]([C:8](=[O:19])[C:9]#[C:10][C:11]([CH3:18])([O:13][Si](C)(C)C)[CH3:12])=[CH:4][CH:3]=1.CC1C=CC(S(O)(=O)=O)=CC=1.